This data is from Forward reaction prediction with 1.9M reactions from USPTO patents (1976-2016). The task is: Predict the product of the given reaction. (1) The product is: [CH3:17][C:16]1[CH:15]=[C:14]([CH3:18])[NH:13][C:12](=[O:19])[C:11]=1[CH2:10][NH:9][C:7](=[O:8])[C:6]1[CH:20]=[C:2]([C:37]2[CH:42]=[N:41][C:40]([CH2:43][OH:44])=[CH:39][CH:38]=2)[CH:3]=[C:4]([N:22]([CH2:29][CH3:30])[CH:23]2[CH2:28][CH2:27][O:26][CH2:25][CH2:24]2)[C:5]=1[CH3:21]. Given the reactants Br[C:2]1[CH:3]=[C:4]([N:22]([CH2:29][CH3:30])[CH:23]2[CH2:28][CH2:27][O:26][CH2:25][CH2:24]2)[C:5]([CH3:21])=[C:6]([CH:20]=1)[C:7]([NH:9][CH2:10][C:11]1[C:12](=[O:19])[NH:13][C:14]([CH3:18])=[CH:15][C:16]=1[CH3:17])=[O:8].CC1(C)OB([C:37]2[CH:38]=[CH:39][C:40]([CH2:43][OH:44])=[N:41][CH:42]=2)OC1(C)C.C(=O)([O-])[O-].[Na+].[Na+], predict the reaction product. (2) The product is: [NH2:6][CH2:9][C:10]1[C:11]([F:27])=[C:12]([O:17][C:18]2[CH:19]=[C:20]([CH:23]=[C:24]([Cl:26])[CH:25]=2)[C:21]#[N:22])[C:13]([Br:16])=[CH:14][CH:15]=1. Given the reactants CP(C)C.O.[N:6]([CH2:9][C:10]1[C:11]([F:27])=[C:12]([O:17][C:18]2[CH:19]=[C:20]([CH:23]=[C:24]([Cl:26])[CH:25]=2)[C:21]#[N:22])[C:13]([Br:16])=[CH:14][CH:15]=1)=[N+]=[N-], predict the reaction product. (3) Given the reactants [CH2:1]([O:3][C:4](=[O:25])[CH2:5][C:6]([N:8]1[CH2:14][CH2:13][CH2:12][N:11](C(OCC2C=CC=CC=2)=O)[CH2:10][CH2:9]1)=[O:7])[CH3:2].[H][H], predict the reaction product. The product is: [N:8]1([C:6](=[O:7])[CH2:5][C:4]([O:3][CH2:1][CH3:2])=[O:25])[CH2:14][CH2:13][CH2:12][NH:11][CH2:10][CH2:9]1.